Dataset: Full USPTO retrosynthesis dataset with 1.9M reactions from patents (1976-2016). Task: Predict the reactants needed to synthesize the given product. (1) Given the product [CH2:1]([C:6]1([C:11]([O:13][CH3:14])=[O:12])[CH2:7][CH2:8][CH2:9][CH2:10]1)[CH2:2][CH2:3][CH2:4][CH3:5], predict the reactants needed to synthesize it. The reactants are: [CH2:1]([C:6]1([C:11]([OH:13])=[O:12])[CH2:10][CH2:9][CH2:8][CH2:7]1)[CH2:2][CH2:3][CH2:4][CH3:5].[CH3:14][Li].O. (2) Given the product [CH3:1][O:2][C:3](=[O:13])[C:4]1[CH:9]=[C:8]([F:10])[C:7]([O:11][CH3:14])=[C:6]([Br:12])[CH:5]=1, predict the reactants needed to synthesize it. The reactants are: [CH3:1][O:2][C:3](=[O:13])[C:4]1[CH:9]=[C:8]([F:10])[C:7]([OH:11])=[C:6]([Br:12])[CH:5]=1.[C:14]([O-])([O-])=O.[K+].[K+].CI. (3) Given the product [C:1]([NH:4][C:5]1[CH:6]=[C:7]([NH:11][C:12]2[N:17]=[C:16]([NH:18][CH2:19][CH:20]3[CH2:25][CH2:24][CH2:23][N:22]([C:38](=[O:40])[CH3:39])[CH2:21]3)[C:15]([C:26]([NH2:28])=[O:27])=[CH:14][N:13]=2)[CH:8]=[CH:9][CH:10]=1)(=[O:3])[CH3:2], predict the reactants needed to synthesize it. The reactants are: [C:1]([NH:4][C:5]1[CH:6]=[C:7]([NH:11][C:12]2[N:17]=[C:16]([NH:18][CH2:19][CH:20]3[CH2:25][CH2:24][CH2:23][NH:22][CH2:21]3)[C:15]([C:26]([NH2:28])=[O:27])=[CH:14][N:13]=2)[CH:8]=[CH:9][CH:10]=1)(=[O:3])[CH3:2].CCN(C(C)C)C(C)C.[C:38](OC(=O)C)(=[O:40])[CH3:39]. (4) Given the product [C:28]([NH:32][C:33](=[O:47])[C:34]1[CH:39]=[CH:38][C:37]([NH:1][C:2]2[N:27]=[C:5]3[CH:6]=[CH:7][C:8]([C:10]4[CH:11]=[CH:12][C:13]([NH:16][C:17](=[O:26])[CH2:18][C:19]5[CH:24]=[CH:23][C:22]([F:25])=[CH:21][CH:20]=5)=[CH:14][CH:15]=4)=[CH:9][N:4]3[N:3]=2)=[C:36]([O:41][CH2:42][C:43]([F:45])([F:46])[F:44])[CH:35]=1)([CH3:31])([CH3:29])[CH3:30], predict the reactants needed to synthesize it. The reactants are: [NH2:1][C:2]1[N:27]=[C:5]2[CH:6]=[CH:7][C:8]([C:10]3[CH:15]=[CH:14][C:13]([NH:16][C:17](=[O:26])[CH2:18][C:19]4[CH:24]=[CH:23][C:22]([F:25])=[CH:21][CH:20]=4)=[CH:12][CH:11]=3)=[CH:9][N:4]2[N:3]=1.[C:28]([NH:32][C:33](=[O:47])[C:34]1[CH:39]=[CH:38][C:37](I)=[C:36]([O:41][CH2:42][C:43]([F:46])([F:45])[F:44])[CH:35]=1)([CH3:31])([CH3:30])[CH3:29].CC(C1C=C(C(C)C)C(C2C(P(C3CCCCC3)C3CCCCC3)=C(OC)C=CC=2OC)=C(C(C)C)C=1)C.CC(C)([O-])C.[Na+]. (5) Given the product [OH:8][N:9]([CH2:12][CH:13]([C:14]([N:32]1[CH2:33][CH2:34][CH2:35][CH:31]1[C:23]1[N:22]([CH3:21])[C:26]2[CH:27]=[N:28][CH:29]=[CH:30][C:25]=2[N:24]=1)=[O:16])[CH2:17][CH2:18][CH2:19][CH3:20])[CH:10]=[O:11], predict the reactants needed to synthesize it. The reactants are: C([O:8][N:9]([CH2:12][C@@H:13]([CH2:17][CH2:18][CH2:19][CH3:20])[C:14]([OH:16])=O)[CH:10]=[O:11])C1C=CC=CC=1.[CH3:21][N:22]1[C:26]2[CH:27]=[N:28][CH:29]=[CH:30][C:25]=2[N:24]=[C:23]1[C@@H:31]1[CH2:35][CH2:34][CH2:33][NH:32]1. (6) Given the product [Cl:1][C:2]1[CH:3]=[C:4]([C@@H:8]2[C@@H:13]([C:14]3[CH:19]=[CH:18][C:17]([Cl:20])=[CH:16][CH:15]=3)[N:12]([CH:21]([CH2:24][CH3:25])[CH2:22][CH3:23])[C:11](=[O:26])[C@:10]([CH2:28][C:29]3[O:36][N:38]=[C:31]([OH:33])[CH:30]=3)([CH3:27])[CH2:9]2)[CH:5]=[CH:6][CH:7]=1, predict the reactants needed to synthesize it. The reactants are: [Cl:1][C:2]1[CH:3]=[C:4]([C@@H:8]2[C@@H:13]([C:14]3[CH:19]=[CH:18][C:17]([Cl:20])=[CH:16][CH:15]=3)[N:12]([CH:21]([CH2:24][CH3:25])[CH2:22][CH3:23])[C:11](=[O:26])[C@:10]([CH2:28][C:29](=[O:36])[CH2:30][C:31]([O:33]CC)=O)([CH3:27])[CH2:9]2)[CH:5]=[CH:6][CH:7]=1.Cl.[NH2:38]O.[OH-].[Na+].Cl. (7) Given the product [Cl:10][C:11]1[CH:12]=[C:13]([CH:39]=[CH:40][C:41]=1[O:42][CH:43]([CH3:45])[CH3:44])[C:14]([NH:16][C@H:17]([CH2:36][CH2:37][OH:38])[CH2:18][C:19]1[CH:20]=[CH:21][C:22]([C:25]2[N:26]=[C:27]([C:31](=[N:33][OH:34])[CH3:32])[N:28]([CH3:30])[CH:29]=2)=[CH:23][CH:24]=1)=[O:15], predict the reactants needed to synthesize it. The reactants are: C([O-])(=O)C.[Na+].C(O)(=O)C.[Cl:10][C:11]1[CH:12]=[C:13]([CH:39]=[CH:40][C:41]=1[O:42][CH:43]([CH3:45])[CH3:44])[C:14]([NH:16][C@H:17]([CH2:36][CH2:37][OH:38])[CH2:18][C:19]1[CH:24]=[CH:23][C:22]([C:25]2[N:26]=[C:27]([C:31](=[N:33][O:34]C)[CH3:32])[N:28]([CH3:30])[CH:29]=2)=[CH:21][CH:20]=1)=[O:15].C([O-])(O)=O.[Na+]. (8) Given the product [CH2:19]([C@@:26]([OH:63])([CH2:43][CH2:44][OH:45])[C:27]([N:29]1[C@H:33]2[C:34]3[CH:35]=[CH:36][CH:37]=[CH:38][C:39]=3[CH2:40][C@H:32]2[O:31][C:30]1([CH3:42])[CH3:41])=[O:28])[C:20]1[CH:25]=[CH:24][CH:23]=[CH:22][CH:21]=1, predict the reactants needed to synthesize it. The reactants are: CCCC[N+](CCCC)(CCCC)CCCC.[F-].[CH2:19]([C@@:26]([OH:63])([CH2:43][CH2:44][O:45][Si](C(C)(C)C)(C1C=CC=CC=1)C1C=CC=CC=1)[C:27]([N:29]1[C@H:33]2[C:34]3[CH:35]=[CH:36][CH:37]=[CH:38][C:39]=3[CH2:40][C@H:32]2[O:31][C:30]1([CH3:42])[CH3:41])=[O:28])[C:20]1[CH:25]=[CH:24][CH:23]=[CH:22][CH:21]=1. (9) Given the product [NH2:8][C:4]1[CH:5]=[CH:6][CH:7]=[C:2]([Br:1])[C:3]=1[CH2:11][C:12]([O:14][C:15]([CH3:18])([CH3:17])[CH3:16])=[O:13], predict the reactants needed to synthesize it. The reactants are: [Br:1][C:2]1[CH:7]=[CH:6][CH:5]=[C:4]([N+:8]([O-])=O)[C:3]=1[CH2:11][C:12]([O:14][C:15]([CH3:18])([CH3:17])[CH3:16])=[O:13]. (10) Given the product [CH3:1][O:2][C:3]1[C:12]([C:13]([NH:46][NH:45][C:43]([O:42][C:38]([CH3:41])([CH3:40])[CH3:39])=[O:44])=[O:15])=[CH:11][C:10]2[C:5](=[CH:6][CH:7]=[CH:8][CH:9]=2)[N:4]=1, predict the reactants needed to synthesize it. The reactants are: [CH3:1][O:2][C:3]1[C:12]([C:13]([OH:15])=O)=[CH:11][C:10]2[C:5](=[CH:6][CH:7]=[CH:8][CH:9]=2)[N:4]=1.C1C=CC2N(O)N=NC=2C=1.CCN=C=NCCCN(C)C.Cl.[C:38]([O:42][C:43]([NH:45][NH2:46])=[O:44])([CH3:41])([CH3:40])[CH3:39].